This data is from Retrosynthesis with 50K atom-mapped reactions and 10 reaction types from USPTO. The task is: Predict the reactants needed to synthesize the given product. (1) Given the product OCC(Nc1ncnc2sc3c(c12)CCNC3)c1ccccc1, predict the reactants needed to synthesize it. The reactants are: CC(C)(C)OC(=O)N1CCc2c(sc3ncnc(NC(CO)c4ccccc4)c23)C1. (2) Given the product COc1ncc(-c2ccc(C(=O)O)cc2C)cc1-c1cnc(N2CC(F)C2)nc1CN1C(=O)O[C@H](c2cccc(OC(F)(F)F)c2)[C@@H]1C, predict the reactants needed to synthesize it. The reactants are: COC(=O)c1ccc(-c2cnc(OC)c(-c3cnc(N4CC(F)C4)nc3CN3C(=O)O[C@H](c4cccc(OC(F)(F)F)c4)[C@@H]3C)c2)c(C)c1. (3) Given the product CC(=O)c1cccc(C(C)(C)CC(O)(Cn2ccc(=O)c3ccccc32)C(F)(F)F)c1, predict the reactants needed to synthesize it. The reactants are: CC(C)(CC(O)(Cn1ccc(=O)c2ccccc21)C(F)(F)F)c1cccc(C2(C)OCCO2)c1. (4) Given the product CC(=O)SCC1CCCCCCCSC[C@@H](C(=O)OCc2ccccc2)NC1=O, predict the reactants needed to synthesize it. The reactants are: BrCc1ccccc1.CC(=O)SCC1CCCCCCCSC[C@@H](C(=O)O)NC1=O. (5) Given the product CC1(c2ccc(CNCCc3ccc(Cl)c(Cl)c3)cc2Cl)CC1, predict the reactants needed to synthesize it. The reactants are: CC1(c2ccc(C=O)cc2Cl)CC1.NCCc1ccc(Cl)c(Cl)c1.